From a dataset of Forward reaction prediction with 1.9M reactions from USPTO patents (1976-2016). Predict the product of the given reaction. (1) Given the reactants [O:1]=[C:2]1[N:6]([CH2:7][CH2:8][CH2:9][CH2:10][NH:11][C:12](=[O:18])[O:13][C:14]([CH3:17])([CH3:16])[CH3:15])[C:5](=[O:19])[NH:4][NH:3]1, predict the reaction product. The product is: [O:1]=[C:2]1[N:6]([CH2:7][CH2:8][CH2:9][CH2:10][NH:11][C:12](=[O:18])[O:13][C:14]([CH3:15])([CH3:16])[CH3:17])[C:5](=[O:19])[N:4]=[N:3]1. (2) Given the reactants [Br:1][C:2]1[CH:3]=[CH:4][C:5]2[N:9]=[C:8]([Cl:10])[N:7]([C:11]3[N:16]=[C:15](Cl)[N:14]=[C:13]([CH3:18])[N:12]=3)[C:6]=2[CH:19]=1.[Br:20][C:21]1[CH:38]=[CH:37][C:24]2[N:25]([C:29]3[N:34]=[C:33](Cl)[N:32]=[C:31]([CH3:36])[N:30]=3)[C:26]([Cl:28])=[N:27][C:23]=2[CH:22]=1.CN.C1COCC1, predict the reaction product. The product is: [Br:1][C:2]1[CH:3]=[CH:4][C:5]2[N:9]=[C:8]([Cl:10])[N:7]([C:11]3[N:12]=[C:13]([CH3:18])[N:14]=[C:15]([NH:25][CH3:24])[N:16]=3)[C:6]=2[CH:19]=1.[Br:20][C:21]1[CH:38]=[CH:37][C:24]2[N:25]([C:29]3[N:30]=[C:31]([CH3:36])[N:32]=[C:33]([NH:7][CH3:6])[N:34]=3)[C:26]([Cl:28])=[N:27][C:23]=2[CH:22]=1. (3) Given the reactants C(OC([N:8]1[CH2:13][CH2:12][O:11][C:10]2[CH:14]=[CH:15][C:16]([CH2:18][C:19](OC(C)(C)C)=[O:20])=[N:17][C:9]1=2)=O)(C)(C)C.[BH4-].[Li+], predict the reaction product. The product is: [O:11]1[CH2:12][CH2:13][NH:8][C:9]2[N:17]=[C:16]([CH2:18][CH2:19][OH:20])[CH:15]=[CH:14][C:10]1=2. (4) Given the reactants [CH3:1][O:2][C:3](=[O:17])[C:4]([C:6]1[CH:11]=[CH:10][C:9]([S:12]([CH3:15])(=[O:14])=[O:13])=[C:8]([Cl:16])[CH:7]=1)=O.Cl.[CH2:19]([O:23][NH2:24])[CH:20]([CH3:22])[CH3:21], predict the reaction product. The product is: [CH3:1][O:2][C:3](=[O:17])/[C:4](/[C:6]1[CH:11]=[CH:10][C:9]([S:12]([CH3:15])(=[O:14])=[O:13])=[C:8]([Cl:16])[CH:7]=1)=[N:24]/[O:23][CH2:19][CH:20]([CH3:22])[CH3:21]. (5) Given the reactants [C:1]1([CH2:7][CH2:8][CH2:9][CH2:10][N:11]2[CH2:15][CH2:14][CH:13]([S:16][C:17]3[CH:22]=[CH:21][C:20]([OH:23])=[CH:19][CH:18]=3)[CH2:12]2)[CH:6]=[CH:5][CH:4]=[CH:3][CH:2]=1.[OH:24]OS([O-])=O.[K+].[ClH:30].CCOCC, predict the reaction product. The product is: [ClH:30].[C:1]1([CH2:7][CH2:8][CH2:9][CH2:10][N:11]2[CH2:15][CH2:14][CH:13]([S:16]([C:17]3[CH:18]=[CH:19][C:20]([OH:23])=[CH:21][CH:22]=3)=[O:24])[CH2:12]2)[CH:6]=[CH:5][CH:4]=[CH:3][CH:2]=1.